Dataset: Catalyst prediction with 721,799 reactions and 888 catalyst types from USPTO. Task: Predict which catalyst facilitates the given reaction. (1) Reactant: [Cl:1][C:2]1[CH:3]=[C:4]([NH:17][C:18]2[C:27]3[C:22](=[CH:23][CH:24]=[C:25]([C:28]4[O:29][C:30]([CH:33]=O)=[CH:31][CH:32]=4)[CH:26]=3)[N:21]=[CH:20][N:19]=2)[CH:5]=[CH:6][C:7]=1[O:8][CH2:9][C:10]1[CH:15]=[CH:14][CH:13]=[C:12]([F:16])[CH:11]=1.Cl.C[O:37][C:38](=[O:47])[C@H:39]([CH2:41][CH2:42][C:43]([O:45]C)=[O:44])[NH2:40].C(N(C(C)C)CC)(C)C.C(O[BH-](OC(=O)C)OC(=O)C)(=O)C.[Na+].[OH-].[Na+].Cl. Product: [Cl:1][C:2]1[CH:3]=[C:4]([NH:17][C:18]2[C:27]3[C:22](=[CH:23][CH:24]=[C:25]([C:28]4[O:29][C:30]([CH2:33][NH:40][CH:39]([C:38]([OH:37])=[O:47])[CH2:41][CH2:42][C:43]([OH:45])=[O:44])=[CH:31][CH:32]=4)[CH:26]=3)[N:21]=[CH:20][N:19]=2)[CH:5]=[CH:6][C:7]=1[O:8][CH2:9][C:10]1[CH:15]=[CH:14][CH:13]=[C:12]([F:16])[CH:11]=1. The catalyst class is: 7. (2) Reactant: [NH2:1][C:2]1[CH:16]=[CH:15][C:5]([C:6]([N:8]([CH2:10][CH2:11][O:12][CH2:13][CH3:14])[CH3:9])=[O:7])=[CH:4][C:3]=1[N:17]1[CH:21]=[CH:20][N:19]=[C:18]1[CH:22]1[CH2:27][CH2:26][CH2:25][CH2:24][CH2:23]1.[C:28](N1C=CN=C1)(N1C=CN=C1)=[O:29]. Product: [CH:22]1([C:18]2[N:17]3[C:3]4[C:2]([NH:1][C:28](=[O:29])[C:21]3=[CH:20][N:19]=2)=[CH:16][CH:15]=[C:5]([C:6]([N:8]([CH2:10][CH2:11][O:12][CH2:13][CH3:14])[CH3:9])=[O:7])[CH:4]=4)[CH2:27][CH2:26][CH2:25][CH2:24][CH2:23]1. The catalyst class is: 159.